Dataset: Forward reaction prediction with 1.9M reactions from USPTO patents (1976-2016). Task: Predict the product of the given reaction. (1) Given the reactants [CH:1]1([N:6]2[CH2:12][CH2:11][C:10]3[CH:13]=[CH:14][C:15]([OH:17])=[CH:16][C:9]=3[CH2:8][CH2:7]2)[CH2:5][CH2:4][CH2:3][CH2:2]1.[I:18][C:19]1[N:20]=[N:21][C:22](I)=[CH:23][CH:24]=1.C(=O)([O-])[O-].[Cs+].[Cs+], predict the reaction product. The product is: [CH:1]1([N:6]2[CH2:12][CH2:11][C:10]3[CH:13]=[CH:14][C:15]([O:17][C:22]4[N:21]=[N:20][C:19]([I:18])=[CH:24][CH:23]=4)=[CH:16][C:9]=3[CH2:8][CH2:7]2)[CH2:2][CH2:3][CH2:4][CH2:5]1. (2) Given the reactants [Br:1][C:2]1[CH:3]=[C:4]2[C:8](=[CH:9][CH:10]=1)[NH:7][N:6]=[CH:5]2.[N:11]1[CH:16]=[CH:15][CH:14]=[C:13](B(O)O)[CH:12]=1.N1C=CC=CC=1, predict the reaction product. The product is: [Br:1][C:2]1[CH:3]=[C:4]2[C:8](=[CH:9][CH:10]=1)[N:7]([C:13]1[CH:12]=[N:11][CH:16]=[CH:15][CH:14]=1)[N:6]=[CH:5]2. (3) Given the reactants C(OC(=O)[NH:7][CH2:8][C@@H:9]([NH:25][C:26]([C:28]1[S:44][C:31]2=[N:32][C:33]3[C:38]([CH:39]=[C:30]2[CH:29]=1)=[CH:37][C:36]([C:40]([CH3:43])([CH3:42])[CH3:41])=[CH:35][CH:34]=3)=[O:27])[C:10]1[CH:15]=[CH:14][CH:13]=[C:12]([NH:16][C:17]([C:19]2[CH:24]=[N:23][CH:22]=[CH:21][N:20]=2)=[O:18])[CH:11]=1)(C)(C)C.C(O)(C(F)(F)F)=O.C(Cl)Cl, predict the reaction product. The product is: [NH2:7][CH2:8][C@@H:9]([NH:25][C:26]([C:28]1[S:44][C:31]2=[N:32][C:33]3[C:38]([CH:39]=[C:30]2[CH:29]=1)=[CH:37][C:36]([C:40]([CH3:42])([CH3:41])[CH3:43])=[CH:35][CH:34]=3)=[O:27])[C:10]1[CH:15]=[CH:14][CH:13]=[C:12]([NH:16][C:17]([C:19]2[CH:24]=[N:23][CH:22]=[CH:21][N:20]=2)=[O:18])[CH:11]=1. (4) Given the reactants [Cl:1][C:2]1[CH:3]=[C:4]([N:9]([CH3:38])[C:10]([N:12]([CH3:37])[C@H:13]2[C@H:17]([C:18]3[CH:23]=[CH:22][C:21]([F:24])=[CH:20][CH:19]=3)[CH2:16][N:15]([C:25]([O:27]C3C=CC([N+]([O-])=O)=CC=3)=O)[CH2:14]2)=[O:11])[CH:5]=[C:6]([Cl:8])[CH:7]=1.[CH3:39][S:40]([N:43]1[CH2:48][CH2:47][NH:46][CH2:45][CH2:44]1)(=[O:42])=[O:41].O, predict the reaction product. The product is: [Cl:8][C:6]1[CH:5]=[C:4]([N:9]([CH3:38])[C:10]([N:12]([C@H:13]2[C@H:17]([C:18]3[CH:19]=[CH:20][C:21]([F:24])=[CH:22][CH:23]=3)[CH2:16][N:15]([C:25]([N:46]3[CH2:47][CH2:48][N:43]([S:40]([CH3:39])(=[O:42])=[O:41])[CH2:44][CH2:45]3)=[O:27])[CH2:14]2)[CH3:37])=[O:11])[CH:3]=[C:2]([Cl:1])[CH:7]=1.